From a dataset of Full USPTO retrosynthesis dataset with 1.9M reactions from patents (1976-2016). Predict the reactants needed to synthesize the given product. (1) Given the product [F:25][C:26]1[C:27]([NH:46][C:47]2[CH:52]=[CH:51][CH:50]=[C:49]([OH:53])[CH:48]=2)=[N:28][C:29]([NH:32][C:33]2[CH:34]=[CH:35][C:36]3[O:40][C:39]([CH2:41][OH:42])=[CH:38][C:37]=3[CH:45]=2)=[N:30][CH:31]=1, predict the reactants needed to synthesize it. The reactants are: C1COC2(N)N(C(NC3C=CC4OC(CO)=CC=4C=3)=NC=C2F)O1.[F:25][C:26]1[C:27]([NH:46][C:47]2[CH:52]=[CH:51][CH:50]=[C:49]([OH:53])[CH:48]=2)=[N:28][C:29]([NH:32][C:33]2[CH:34]=[CH:35][C:36]3[O:40][C:39]([C:41](OC)=[O:42])=[CH:38][C:37]=3[CH:45]=2)=[N:30][CH:31]=1.CC(C[AlH]CC(C)C)C. (2) Given the product [C:27]([C:2]1[CH:7]=[C:6]([CH3:8])[C:5]([C:9]2[C:10](=[O:23])[CH:11]([CH2:16][C:17]3[CH:22]=[CH:21][CH:20]=[CH:19][N:18]=3)[CH2:12][C:13]=2[O:14][CH3:15])=[C:4]([CH3:24])[CH:3]=1)#[CH:28], predict the reactants needed to synthesize it. The reactants are: Br[C:2]1[CH:7]=[C:6]([CH3:8])[C:5]([C:9]2[C:10](=[O:23])[CH:11]([CH2:16][C:17]3[CH:22]=[CH:21][CH:20]=[CH:19][N:18]=3)[CH2:12][C:13]=2[O:14][CH3:15])=[C:4]([CH3:24])[CH:3]=1.[F-].[Cs+].[C:27]([Sn](CCCC)(CCCC)CCCC)#[CH:28]. (3) Given the product [CH2:1]([N:8]1[CH2:9][CH2:10][CH:11]([NH:14][C:15]2[S:16][C:17](=[CH:21][C:22]3[CH:23]=[CH:24][C:25]([N:28]4[CH2:29][CH2:30][CH:31]([NH:35][CH2:36][CH:37]([C:39]5[CH:40]=[CH:41][C:42]([OH:50])=[C:43]([NH:45][S:46]([CH3:49])(=[O:48])=[O:47])[CH:44]=5)[OH:38])[CH2:32][CH2:33]4)=[CH:26][CH:27]=3)[C:18](=[O:20])[N:19]=2)[CH2:12][CH2:13]1)[C:2]1[CH:3]=[CH:4][CH:5]=[CH:6][CH:7]=1, predict the reactants needed to synthesize it. The reactants are: [CH2:1]([N:8]1[CH2:13][CH2:12][CH:11]([NH:14][C:15]2[S:16][C:17](=[CH:21][C:22]3[CH:27]=[CH:26][C:25]([N:28]4[CH2:33][CH2:32][C:31](=O)[CH2:30][CH2:29]4)=[CH:24][CH:23]=3)[C:18](=[O:20])[N:19]=2)[CH2:10][CH2:9]1)[C:2]1[CH:7]=[CH:6][CH:5]=[CH:4][CH:3]=1.[NH2:35][CH2:36][CH:37]([C:39]1[CH:40]=[CH:41][C:42]([OH:50])=[C:43]([NH:45][S:46]([CH3:49])(=[O:48])=[O:47])[CH:44]=1)[OH:38]. (4) Given the product [CH2:10]([O:12][C:13]([C:15]1([NH:20][C:21]([CH:23]2[CH2:27][CH:26]([OH:28])[CH2:25][CH:24]2[C:29](=[O:31])[N:4]([CH2:5][CH2:6][CH2:49][CH2:48][CH:47]=[CH2:46])[CH3:7])=[O:22])[CH2:17][CH:16]1[CH:18]=[CH2:19])=[O:14])[CH3:11], predict the reactants needed to synthesize it. The reactants are: C([N:4]([CH:7](C)C)[CH2:5][CH3:6])(C)C.[CH2:10]([O:12][C:13]([C:15]1([NH:20][C:21]([CH:23]2[CH2:27][CH:26]([OH:28])[CH2:25][CH:24]2[C:29]([OH:31])=O)=[O:22])[CH2:17][CH:16]1[CH:18]=[CH2:19])=[O:14])[CH3:11].CN(C=O)C.CN(C(ON1N=N[C:47]2[CH:48]=[CH:49]C=N[C:46]1=2)=[N+](C)C)C.F[P-](F)(F)(F)(F)F.CCN(C(C)C)C(C)C. (5) Given the product [CH3:43][S:44]([OH:47])(=[O:46])=[O:45].[CH3:43][S:44]([OH:47])(=[O:46])=[O:45].[Cl:1][C:2]1[CH:3]=[C:4]([NH:16][C:17]2[C:26]3[C:21](=[CH:22][C:23]([O:38][CH2:39][CH3:40])=[C:24]([NH:27][C:28](=[O:37])/[CH:29]=[CH:30]/[C@H:31]4[CH2:35][CH2:34][CH2:33][N:32]4[CH3:36])[CH:25]=3)[N:20]=[CH:19][C:18]=2[C:41]#[N:42])[CH:5]=[CH:6][C:7]=1[O:8][CH2:9][C:10]1[CH:15]=[CH:14][CH:13]=[CH:12][N:11]=1, predict the reactants needed to synthesize it. The reactants are: [Cl:1][C:2]1[CH:3]=[C:4]([NH:16][C:17]2[C:26]3[C:21](=[CH:22][C:23]([O:38][CH2:39][CH3:40])=[C:24]([NH:27][C:28](=[O:37])/[CH:29]=[CH:30]/[C@H:31]4[CH2:35][CH2:34][CH2:33][N:32]4[CH3:36])[CH:25]=3)[N:20]=[CH:19][C:18]=2[C:41]#[N:42])[CH:5]=[CH:6][C:7]=1[O:8][CH2:9][C:10]1[CH:15]=[CH:14][CH:13]=[CH:12][N:11]=1.[CH3:43][S:44]([OH:47])(=[O:46])=[O:45].C(OCC)C. (6) Given the product [Cl:1][C:2]1[CH:3]=[C:4]([C:12]2[O:16][N:15]=[C:14]([C:17]3[CH:18]=[C:19]4[C:23](=[CH:24][CH:25]=3)[N:22]([CH2:27][C:28]([CH3:35])([CH3:34])[C:29]([O:31][CH2:32][CH3:33])=[O:30])[N:21]=[CH:20]4)[N:13]=2)[CH:5]=[CH:6][C:7]=1[O:8][CH:9]([CH3:11])[CH3:10].[Cl:1][C:2]1[CH:3]=[C:4]([C:12]2[O:16][N:15]=[C:14]([C:17]3[CH:25]=[CH:24][C:23]4[C:19](=[CH:20][N:21]([CH2:27][C:28]([CH3:35])([CH3:34])[C:29]([O:31][CH2:32][CH3:33])=[O:30])[N:22]=4)[CH:18]=3)[N:13]=2)[CH:5]=[CH:6][C:7]=1[O:8][CH:9]([CH3:11])[CH3:10], predict the reactants needed to synthesize it. The reactants are: [Cl:1][C:2]1[CH:3]=[C:4]([C:12]2[O:16][N:15]=[C:14]([C:17]3[CH:18]=[C:19]4[C:23](=[CH:24][CH:25]=3)[NH:22][N:21]=[CH:20]4)[N:13]=2)[CH:5]=[CH:6][C:7]=1[O:8][CH:9]([CH3:11])[CH3:10].Br[CH2:27][C:28]([CH3:35])([CH3:34])[C:29]([O:31][CH2:32][CH3:33])=[O:30].C([O-])([O-])=O.[Cs+].[Cs+]. (7) The reactants are: [NH2:1][C@@H:2]1[CH2:7][CH2:6][C@H:5]([C:8]([OH:10])=[O:9])[CH2:4][CH2:3]1.S(Cl)([Cl:13])=O.[CH3:15]O. Given the product [CH3:15][O:9][C:8]([CH:5]1[CH2:6][CH2:7][CH:2]([NH2:1])[CH2:3][CH2:4]1)=[O:10].[ClH:13], predict the reactants needed to synthesize it. (8) Given the product [Br:47][C:48]1[CH:56]=[CH:55][CH:54]=[CH:53][C:49]=1[C:50]([NH:13][C:10]1[CH:11]=[CH:12][N:8]([C:3]2[CH:4]=[CH:5][CH:6]=[CH:7][C:2]=2[CH3:1])[N:9]=1)=[O:51], predict the reactants needed to synthesize it. The reactants are: [CH3:1][C:2]1[CH:7]=[CH:6][CH:5]=[CH:4][C:3]=1[N:8]1[CH:12]=[CH:11][C:10]([NH2:13])=[N:9]1.F[P-](F)(F)(F)(F)F.N1(OC(N(C)C)=[N+](C)C)C2N=CC=CC=2N=N1.C(N(C(C)C)CC)(C)C.[Br:47][C:48]1[CH:56]=[CH:55][CH:54]=[CH:53][C:49]=1[C:50](O)=[O:51]. (9) Given the product [O:10]=[C:8]([N:27]1[CH2:28][CH2:29][N:24]([CH3:23])[CH2:25][CH2:26]1)[CH2:7][C:4]1[CH:3]=[CH:2][N:1]=[CH:6][CH:5]=1, predict the reactants needed to synthesize it. The reactants are: [N:1]1[CH:6]=[CH:5][C:4]([CH2:7][C:8]([OH:10])=O)=[CH:3][CH:2]=1.C(N1C=CN=C1)(N1C=CN=C1)=O.[CH3:23][N:24]1[CH2:29][CH2:28][NH:27][CH2:26][CH2:25]1. (10) Given the product [CH2:26]([O:10][C:9]([CH:8]1[CH2:7][S:6][CH:5]([C:12]2[CH:17]=[C:16]([O:18][C:19](=[O:21])[CH3:20])[CH:15]=[CH:14][C:13]=2[OH:22])[N:4]1[C:1](=[O:3])[CH3:2])=[O:11])[CH3:27], predict the reactants needed to synthesize it. The reactants are: [C:1]([N:4]1[CH:8]([C:9]([OH:11])=[O:10])[CH2:7][S:6][CH:5]1[C:12]1[CH:17]=[C:16]([O:18][C:19](=[O:21])[CH3:20])[CH:15]=[CH:14][C:13]=1[OH:22])(=[O:3])[CH3:2].S1[CH2:27][CH2:26]NC1.